This data is from Full USPTO retrosynthesis dataset with 1.9M reactions from patents (1976-2016). The task is: Predict the reactants needed to synthesize the given product. (1) Given the product [CH3:31][O:30][C:27]1[CH:28]=[CH:29][C:24]([CH2:23][O:1][C@H:2]([CH2:8][CH2:9][CH2:10][CH2:11][CH2:12][CH2:13][CH2:14][CH2:15][CH2:16][CH2:17][CH3:18])[CH2:3][C:4]([O:6][CH3:7])=[O:5])=[CH:25][CH:26]=1, predict the reactants needed to synthesize it. The reactants are: [OH:1][C@H:2]([CH2:8][CH2:9][CH2:10][CH2:11][CH2:12][CH2:13][CH2:14][CH2:15][CH2:16][CH2:17][CH3:18])[CH2:3][C:4]([O:6][CH3:7])=[O:5].ClC(Cl)(Cl)C(=N)O[CH2:23][C:24]1[CH:29]=[CH:28][C:27]([O:30][CH3:31])=[CH:26][CH:25]=1.C12(CS(O)(=O)=O)C(C)(C)C(CC1)CC2=O. (2) Given the product [CH2:1]([C:4]1[C:8]([CH2:9][OH:10])=[CH:7][N:6]([C:14]2[CH:19]=[CH:18][C:17]([C:20]([F:21])([F:23])[F:22])=[CH:16][N:15]=2)[N:5]=1)[CH2:2][CH3:3], predict the reactants needed to synthesize it. The reactants are: [CH2:1]([C:4]1[C:8]([C:9](OCC)=[O:10])=[CH:7][N:6]([C:14]2[CH:19]=[CH:18][C:17]([C:20]([F:23])([F:22])[F:21])=[CH:16][N:15]=2)[N:5]=1)[CH2:2][CH3:3].[H-].C([Al+]CC(C)C)C(C)C.Cl. (3) Given the product [CH3:19][O:12][C:11]([C:7]1[CH:6]=[C:5]2[C:10](=[CH:9][CH:8]=1)[N:1]=[CH:2][CH:3]=[CH:4]2)=[O:13], predict the reactants needed to synthesize it. The reactants are: [N:1]1[C:10]2[C:5](=[CH:6][C:7]([C:11]([OH:13])=[O:12])=[CH:8][CH:9]=2)[CH:4]=[CH:3][CH:2]=1.S([O-])([O-])(=O)=O.[CH3:19]O. (4) Given the product [Cl:1][C:2]1[CH:3]=[C:4]([CH:19]=[C:20]([O:23][CH:24]([CH3:26])[CH3:25])[C:21]=1[Cl:22])[C:5]([NH:7][C:8]1[CH:17]=[CH:16][C:11]([C:12]([OH:14])=[O:13])=[C:10]([CH3:18])[CH:9]=1)=[O:6], predict the reactants needed to synthesize it. The reactants are: [Cl:1][C:2]1[CH:3]=[C:4]([CH:19]=[C:20]([O:23][CH:24]([CH3:26])[CH3:25])[C:21]=1[Cl:22])[C:5]([NH:7][C:8]1[CH:17]=[CH:16][C:11]([C:12]([O:14]C)=[O:13])=[C:10]([CH3:18])[CH:9]=1)=[O:6]. (5) Given the product [NH2:45][C@H:42]1[CH2:43][CH2:44][C@H:39]([CH2:38][O:3][CH2:4][C:5]2[C:13]3[C:12](=[O:14])[NH:11][C:10]([C:15]([NH:17][CH2:18][C:19]4[CH:24]=[CH:23][CH:22]=[C:21]([O:25][CH3:26])[CH:20]=4)=[O:16])=[N:9][C:8]=3[S:7][CH:6]=2)[CH2:40][CH2:41]1, predict the reactants needed to synthesize it. The reactants are: [H-].[Na+].[OH:3][CH2:4][C:5]1[C:13]2[C:12](=[O:14])[NH:11][C:10]([C:15]([NH:17][CH2:18][C:19]3[CH:24]=[CH:23][CH:22]=[C:21]([O:25][CH3:26])[CH:20]=3)=[O:16])=[N:9][C:8]=2[S:7][CH:6]=1.CC1C=CC(S(O[CH2:38][C@H:39]2[CH2:44][CH2:43][C@H:42]([NH:45]C(OC(C)(C)C)=O)[CH2:41][CH2:40]2)(=O)=O)=CC=1.CN(C)C=O. (6) The reactants are: [N:1]1[CH:6]=[CH:5][CH:4]=[CH:3][C:2]=1[NH:7][C:8]([C:10]1[N:11]([CH3:25])[C:12]([C:15]2[S:23][C:22]3[C:17](=[N:18][CH:19]=[CH:20][C:21]=3Cl)[CH:16]=2)=[CH:13][N:14]=1)=[O:9].[CH3:26][C:27]1[NH:28][C:29]2[C:34]([CH:35]=1)=[CH:33][C:32]([NH2:36])=[CH:31][CH:30]=2. Given the product [N:1]1[CH:6]=[CH:5][CH:4]=[CH:3][C:2]=1[NH:7][C:8]([C:10]1[N:11]([CH3:25])[C:12]([C:15]2[S:23][C:22]3[C:17](=[N:18][CH:19]=[CH:20][C:21]=3[NH:36][C:32]3[CH:33]=[C:34]4[C:29](=[CH:30][CH:31]=3)[NH:28][C:27]([CH3:26])=[CH:35]4)[CH:16]=2)=[CH:13][N:14]=1)=[O:9], predict the reactants needed to synthesize it.